From a dataset of Forward reaction prediction with 1.9M reactions from USPTO patents (1976-2016). Predict the product of the given reaction. (1) The product is: [Cl:13][C:14]1[CH:15]=[C:16]([S:21]([NH:1][C:2]2[CH:11]=[CH:10][C:5]([C:6]([O:8][CH3:9])=[O:7])=[C:4]([OH:12])[CH:3]=2)(=[O:23])=[O:22])[CH:17]=[CH:18][C:19]=1[CH3:20]. Given the reactants [NH2:1][C:2]1[CH:3]=[C:4]([OH:12])[C:5](=[CH:10][CH:11]=1)[C:6]([O:8][CH3:9])=[O:7].[Cl:13][C:14]1[CH:15]=[C:16]([S:21](Cl)(=[O:23])=[O:22])[CH:17]=[CH:18][C:19]=1[CH3:20], predict the reaction product. (2) Given the reactants [Cl:1][C:2]1[CH:3]=[C:4]([CH2:9][C:10]([N:12]2[CH:21]3[CH:16]([CH2:17][CH2:18][CH2:19][CH:20]3[N:22]3[CH2:26][CH2:25][CH2:24][CH2:23]3)[NH:15][CH2:14][CH2:13]2)=[O:11])[CH:5]=[CH:6][C:7]=1[Cl:8].[NH:27]1[C:31]([CH:32]=O)=[CH:30][N:29]=[CH:28]1.[BH-](OC(C)=O)(OC(C)=O)OC(C)=O.[Na+].C(O)(=O)C, predict the reaction product. The product is: [Cl:1][C:2]1[CH:3]=[C:4]([CH2:9][C:10]([N:12]2[CH:21]3[CH:16]([CH2:17][CH2:18][CH2:19][CH:20]3[N:22]3[CH2:26][CH2:25][CH2:24][CH2:23]3)[N:15]([CH2:32][C:31]3[NH:27][CH:28]=[N:29][CH:30]=3)[CH2:14][CH2:13]2)=[O:11])[CH:5]=[CH:6][C:7]=1[Cl:8]. (3) Given the reactants [I:1][C:2]1[CH:3]=[C:4]([CH:6]=[CH:7][C:8]=1[CH3:9])[NH2:5].[F:10][C:11]([F:22])([F:21])[C:12]1[CH:13]=[C:14]([CH:18]=[CH:19][CH:20]=1)[C:15](O)=[O:16].C1C=CC2N(O)N=NC=2C=1.CCN=C=NCCCN(C)C.Cl, predict the reaction product. The product is: [I:1][C:2]1[CH:3]=[C:4]([NH:5][C:15](=[O:16])[C:14]2[CH:18]=[CH:19][CH:20]=[C:12]([C:11]([F:10])([F:21])[F:22])[CH:13]=2)[CH:6]=[CH:7][C:8]=1[CH3:9]. (4) Given the reactants FC(F)(F)C(O)=O.[F:8][C:9]1[CH:10]=[C:11]([CH:25]=[CH:26][CH:27]=1)[CH2:12][C@@H:13]1[CH2:17][CH2:16][N:15](C(OC(C)(C)C)=O)[CH2:14]1, predict the reaction product. The product is: [F:8][C:9]1[CH:10]=[C:11]([CH:25]=[CH:26][CH:27]=1)[CH2:12][C@@H:13]1[CH2:17][CH2:16][NH:15][CH2:14]1.